From a dataset of Reaction yield outcomes from USPTO patents with 853,638 reactions. Predict the reaction yield, written as a fraction of the theoretical maximum amount of product (1.0 means a 100% yield; for example, 0.34 means a 34% yield). The reactants are C([O:3][C:4](=[O:33])[CH:5]([C:26]1[CH:27]=[C:28]([CH3:32])[CH:29]=[CH:30][CH:31]=1)[CH2:6][C:7]1[CH:11]=[C:10]([C:12]2[CH:17]=[CH:16][C:15](Br)=[CH:14][CH:13]=2)[N:9]([C:19]2[CH:24]=[CH:23][C:22]([CH3:25])=[CH:21][CH:20]=2)[N:8]=1)C.C[NH:35][C@@H:36]1[CH2:41]CCC[C@H]1NC.C([O-])([O-])=[O:45].[K+].[K+].CNC=O.[Li+].[OH-]. The catalyst is O1CCOCC1.[Cu]I.C1COCC1.O. The product is [C:36]([NH:35][C:15]1[CH:16]=[CH:17][C:12]([C:10]2[N:9]([C:19]3[CH:20]=[CH:21][C:22]([CH3:25])=[CH:23][CH:24]=3)[N:8]=[C:7]([CH2:6][CH:5]([C:26]3[CH:27]=[C:28]([CH3:32])[CH:29]=[CH:30][CH:31]=3)[C:4]([OH:3])=[O:33])[CH:11]=2)=[CH:13][CH:14]=1)(=[O:45])[CH3:41]. The yield is 0.500.